From a dataset of Reaction yield outcomes from USPTO patents with 853,638 reactions. Predict the reaction yield, written as a fraction of the theoretical maximum amount of product (1.0 means a 100% yield; for example, 0.34 means a 34% yield). (1) The reactants are [NH2:1][C:2]1[CH:11]=[CH:10][CH:9]=[CH:8][C:3]=1[C:4]([O:6][CH3:7])=[O:5].C(N(CC)CC)C.[CH3:19][S:20](Cl)(=[O:22])=[O:21]. The catalyst is CCOCC. The product is [CH3:19][S:20]([NH:1][C:2]1[CH:11]=[CH:10][CH:9]=[CH:8][C:3]=1[C:4]([O:6][CH3:7])=[O:5])(=[O:22])=[O:21]. The yield is 0.975. (2) The reactants are [F:1][C:2]1[CH:3]=[C:4]([CH:6]=[C:7]([F:14])[C:8]=1[O:9][CH2:10][CH2:11][O:12][CH3:13])[NH2:5].[C:15]([O:21][CH2:22][N:23]1[C:27]2[N:28]=[C:29](NC3C=C4C(=CC=3)N(CCOC)CC4)[N:30]=[C:31]([O:32][C:33]3[CH:38]=[CH:37][CH:36]=[C:35]([N+:39]([O-:41])=[O:40])[CH:34]=3)[C:26]=2[CH:25]=[CH:24]1)(=[O:20])[C:16]([CH3:19])([CH3:18])[CH3:17].C([O-])([O-])=O.[K+].[K+].CC(O)(C)C. The catalyst is C1C=CC(/C=C/C(/C=C/C2C=CC=CC=2)=O)=CC=1.C1C=CC(/C=C/C(/C=C/C2C=CC=CC=2)=O)=CC=1.C1C=CC(/C=C/C(/C=C/C2C=CC=CC=2)=O)=CC=1.[Pd].[Pd].C1(P(C2CCCCC2)C2C=CC=CC=2C2C(C(C)C)=CC(C(C)C)=CC=2C(C)C)CCCCC1.CO.C(Cl)Cl. The product is [C:15]([O:21][CH2:22][N:23]1[C:27]2[N:28]=[C:29]([NH:5][C:4]3[CH:3]=[C:2]([F:1])[C:8]([O:9][CH2:10][CH2:11][O:12][CH3:13])=[C:7]([F:14])[CH:6]=3)[N:30]=[C:31]([O:32][C:33]3[CH:38]=[CH:37][CH:36]=[C:35]([N+:39]([O-:41])=[O:40])[CH:34]=3)[C:26]=2[CH:25]=[CH:24]1)(=[O:20])[C:16]([CH3:19])([CH3:18])[CH3:17]. The yield is 0.650. (3) The reactants are [Br:1][C:2]1[CH:10]=[C:6]([C:7]([OH:9])=O)[C:5]([OH:11])=[CH:4][CH:3]=1.[NH2:12][C:13]1[S:14][CH:15]=[CH:16][N:17]=1. No catalyst specified. The product is [Br:1][C:2]1[CH:3]=[CH:4][C:5]([OH:11])=[C:6]([CH:10]=1)[C:7]([NH:12][C:13]1[S:14][CH:15]=[CH:16][N:17]=1)=[O:9]. The yield is 0.120. (4) The reactants are [I:1][C:2]1[CH:3]=[C:4]2[C:8](=[CH:9][CH:10]=1)[NH:7][C:6](=[O:11])[C:5]2=O.[N:13]1([C:18]2[N:19]=[N:20][N:21]([CH2:23][C:24]([NH:26][NH2:27])=[O:25])[N:22]=2)[CH2:17][CH2:16][CH2:15][CH2:14]1. The catalyst is C(O)(=O)C. The product is [I:1][C:2]1[CH:3]=[C:4]2[C:8](=[CH:9][CH:10]=1)[NH:7][C:6](=[O:11])[C:5]2=[N:27][NH:26][C:24](=[O:25])[CH2:23][N:21]1[N:20]=[N:19][C:18]([N:13]2[CH2:14][CH2:15][CH2:16][CH2:17]2)=[N:22]1. The yield is 0.720. (5) The reactants are [CH3:1][C:2]1[CH:6]=[CH:5][S:4][C:3]=1[C:7]([O:9][CH3:10])=[O:8].[Br:11]N1C(=O)CCC1=O.N(C(C)(C)C#N)=NC(C)(C)C#N. The catalyst is C(Cl)(Cl)(Cl)Cl. The product is [Br:11][CH2:1][C:2]1[CH:6]=[CH:5][S:4][C:3]=1[C:7]([O:9][CH3:10])=[O:8]. The yield is 1.00. (6) The catalyst is C1COCC1.O.[Cl-].[Ti+3].[Cl-].[Cl-]. The product is [NH2:27][C:6]1[CH:7]=[C:8]([CH:25]=[CH:26][C:5]=1[C:1]([CH3:4])([CH3:3])[CH3:2])[C:9]([NH:11][C:12]1[CH:13]=[N:14][C:15]([C:18]2[CH:23]=[CH:22][CH:21]=[CH:20][C:19]=2[F:24])=[CH:16][CH:17]=1)=[O:10]. The yield is 0.810. The reactants are [C:1]([C:5]1[CH:26]=[CH:25][C:8]([C:9]([NH:11][C:12]2[CH:13]=[N:14][C:15]([C:18]3[CH:23]=[CH:22][CH:21]=[CH:20][C:19]=3[F:24])=[CH:16][CH:17]=2)=[O:10])=[CH:7][C:6]=1[N+:27]([O-])=O)([CH3:4])([CH3:3])[CH3:2].C(=O)([O-])O.[Na+].